From a dataset of Catalyst prediction with 721,799 reactions and 888 catalyst types from USPTO. Predict which catalyst facilitates the given reaction. (1) Reactant: [OH:1][C:2]1[C:7]([C:8]2[CH:13]=[CH:12][C:11]([C:14]([F:17])([F:16])[F:15])=[CH:10][CH:9]=2)=[CH:6][C:5]([C:18]([OH:20])=[O:19])=[CH:4][CH:3]=1.[Br:21][CH2:22][CH2:23][CH2:24]Br.[C:26](=O)([O-])[O-].[K+].[K+]. Product: [CH3:26][O:19][C:18]([C:5]1[CH:6]=[C:7]([C:8]2[CH:9]=[CH:10][C:11]([C:14]([F:15])([F:16])[F:17])=[CH:12][CH:13]=2)[C:2]([O:1][CH2:24][CH2:23][CH2:22][Br:21])=[CH:3][CH:4]=1)=[O:20]. The catalyst class is: 21. (2) Reactant: [O:1]=[C:2]1[NH:7][C:6]([C:8]([O:10][CH3:11])=[O:9])=[CH:5][CH:4]=[CH:3]1.[H-].[Na+].FS([C:18](C(O)=O)([F:20])[F:19])(=O)=O.O. Product: [F:19][CH:18]([F:20])[O:1][C:2]1[N:7]=[C:6]([C:8]([O:10][CH3:11])=[O:9])[CH:5]=[CH:4][CH:3]=1. The catalyst class is: 23.